From a dataset of Forward reaction prediction with 1.9M reactions from USPTO patents (1976-2016). Predict the product of the given reaction. (1) Given the reactants [CH:1]1([C:4]([N:6]2[CH2:10][CH2:9][C@@H:8]([CH2:11][NH:12][C:13](=[O:18])[CH2:14][C:15](=O)[CH3:16])[CH2:7]2)=[O:5])[CH2:3][CH2:2]1.[Br:19][C:20]1[CH:28]=[CH:27][C:23]([C:24]([NH2:26])=O)=[CH:22][CH:21]=1, predict the reaction product. The product is: [Br:19][C:20]1[CH:28]=[CH:27][C:23]([C:24]2[N:12]([CH2:11][C@@H:8]3[CH2:9][CH2:10][N:6]([C:4]([CH:1]4[CH2:3][CH2:2]4)=[O:5])[CH2:7]3)[C:13](=[O:18])[CH:14]=[C:15]([CH3:16])[N:26]=2)=[CH:22][CH:21]=1. (2) The product is: [NH2:45][C:43]([NH:42][C:38]1[CH:37]=[C:36]([CH2:35][CH2:34][CH:31]2[CH2:32][CH2:33][N:28]([C:9]([O:11][C:12]3[CH:13]=[N:14][CH:15]=[C:16]([CH:21]=3)[C:17]([O:19][CH3:20])=[O:18])=[O:10])[CH2:29][CH2:30]2)[CH:41]=[CH:40][CH:39]=1)=[O:44]. Given the reactants [N+](C1C=CC(O[C:9]([O:11][C:12]2[CH:13]=[N:14][CH:15]=[C:16]([CH:21]=2)[C:17]([O:19][CH3:20])=[O:18])=[O:10])=CC=1)([O-])=O.C(#N)C.Cl.[NH:28]1[CH2:33][CH2:32][CH:31]([CH2:34][CH2:35][C:36]2[CH:37]=[C:38]([NH:42][C:43]([NH2:45])=[O:44])[CH:39]=[CH:40][CH:41]=2)[CH2:30][CH2:29]1, predict the reaction product. (3) Given the reactants [CH2:1]([O:3][C:4]([C:6]1[CH:7]=[C:8]2[N:22]=[N:21][N:20]([C:23]3[CH:28]=[CH:27][C:26]([O:29][CH3:30])=[CH:25][CH:24]=3)[C:9]2=[N:10][C:11]=1OS(C(F)(F)F)(=O)=O)=[O:5])[CH3:2].[CH3:31][N:32]1[CH2:37][CH2:36][CH:35]([CH2:38][NH2:39])[CH2:34][CH2:33]1, predict the reaction product. The product is: [CH2:1]([O:3][C:4]([C:6]1[CH:7]=[C:8]2[N:22]=[N:21][N:20]([C:23]3[CH:28]=[CH:27][C:26]([O:29][CH3:30])=[CH:25][CH:24]=3)[C:9]2=[N:10][C:11]=1[NH:39][CH2:38][CH:35]1[CH2:36][CH2:37][N:32]([CH3:31])[CH2:33][CH2:34]1)=[O:5])[CH3:2]. (4) Given the reactants Br[C:2]1[CH:3]=[C:4]([NH:10][C:11]2[NH:15][N:14]=[C:13]([CH:16]3[CH2:18][CH2:17]3)[CH:12]=2)[C:5](=[O:9])[N:6]([CH3:8])[CH:7]=1.CC1(C)C(C)(C)[O:23][B:22](B2OC(C)(C)C(C)(C)O2)[O:21]1.C([O-])(=O)C.[K+], predict the reaction product. The product is: [CH:16]1([C:13]2[CH:12]=[C:11]([NH:10][C:4]3[C:5](=[O:9])[N:6]([CH3:8])[CH:7]=[C:2]([B:22]([OH:23])[OH:21])[CH:3]=3)[NH:15][N:14]=2)[CH2:18][CH2:17]1. (5) Given the reactants [CH3:1][O:2][C:3]1[CH:40]=[C:39]([O:41][CH3:42])[CH:38]=[CH:37][C:4]=1[CH2:5][NH:6][C:7]1[CH:14]=[CH:13][C:10]([C:11]#[N:12])=[CH:9][C:8]=1[NH:15][C:16]1[N:21]=[C:20]([NH:22][C@H:23]2[C:32]3[C:27](=[CH:28][CH:29]=[C:30]([F:33])[CH:31]=3)[O:26][CH2:25][CH2:24]2)[C:19]([N+:34]([O-])=O)=[CH:18][N:17]=1.S(S([O-])=O)([O-])=O.[Na+].[Na+].C(=O)(O)[O-].[Na+].[Cl-].[Na+], predict the reaction product. The product is: [CH3:1][O:2][C:3]1[CH:40]=[C:39]([O:41][CH3:42])[CH:38]=[CH:37][C:4]=1[CH2:5][NH:6][C:7]1[CH:14]=[CH:13][C:10]([C:11]#[N:12])=[CH:9][C:8]=1[NH:15][C:16]1[N:21]=[C:20]([NH:22][C@H:23]2[C:32]3[C:27](=[CH:28][CH:29]=[C:30]([F:33])[CH:31]=3)[O:26][CH2:25][CH2:24]2)[C:19]([NH2:34])=[CH:18][N:17]=1. (6) Given the reactants [CH:1]([C:3]1[CH:8]=[CH:7][C:6]([Mg]Br)=[CH:5][CH:4]=1)=[CH2:2].[F:11][C:12]([F:20])([F:19])[C:13]([C:15]([F:18])([F:17])[F:16])=[O:14], predict the reaction product. The product is: [F:11][C:12]([F:20])([F:19])[C:13]([C:6]1[CH:7]=[CH:8][C:3]([CH:1]=[CH2:2])=[CH:4][CH:5]=1)([OH:14])[C:15]([F:18])([F:17])[F:16]. (7) Given the reactants [Li]CCCC.[C:6](=[O:8])=O.[NH:9]1[CH2:14][CH2:13][CH2:12][CH2:11][CH2:10]1.CN(C(ON1N=N[C:25]2[CH:26]=[CH:27][CH:28]=N[C:24]1=2)=[N+](C)C)C.F[P-](F)(F)(F)(F)F.[CH2:39]1C[O:42][CH2:41][CH2:40]1, predict the reaction product. The product is: [OH:42][CH2:41][C:40]1[CH:39]=[CH:28][C:27]([C:6]([N:9]2[CH2:14][CH2:13][CH2:12][CH2:11][CH2:10]2)=[O:8])=[CH:26][C:25]=1[CH3:24].